From a dataset of Full USPTO retrosynthesis dataset with 1.9M reactions from patents (1976-2016). Predict the reactants needed to synthesize the given product. (1) Given the product [CH2:26]([C@@H:21]1[C@@H:20]([OH:33])[C:19]2[C:24](=[CH:25][C:16]([C:7]3[CH:8]=[C:9]([C:12]([F:15])([F:13])[F:14])[CH:10]=[CH:11][C:6]=3[C:5]([OH:34])=[O:4])=[CH:17][CH:18]=2)[O:23][CH2:22]1)[C:27]1[CH:28]=[CH:29][CH:30]=[CH:31][CH:32]=1, predict the reactants needed to synthesize it. The reactants are: CC(C)(C)C[O:4][C:5](=[O:34])[C:6]1[CH:11]=[CH:10][C:9]([C:12]([F:15])([F:14])[F:13])=[CH:8][C:7]=1[C:16]1[CH:25]=[C:24]2[C:19]([C@H:20]([OH:33])[C@@H:21]([CH2:26][C:27]3[CH:32]=[CH:31][CH:30]=[CH:29][CH:28]=3)[CH2:22][O:23]2)=[CH:18][CH:17]=1.[OH-].[Na+].O. (2) Given the product [I:19][C:23]1[CH:24]=[C:2]([CH3:28])[CH:7]=[C:6]([C:8]2[CH:9]=[CH:10][C:11]([C:14]([F:15])([F:16])[F:17])=[CH:12][CH:13]=2)[N:22]=1, predict the reactants needed to synthesize it. The reactants are: Br[C:2]1[CH2:7][C:6](C)([C:8]2[CH:13]=[CH:12][C:11]([C:14]([F:17])([F:16])[F:15])=[CH:10][CH:9]=2)C=CN=1.[I-:19].[Na+].C[NH:22][CH2:23][CH2:24]NC.O1CCOC[CH2:28]1.